From a dataset of Retrosynthesis with 50K atom-mapped reactions and 10 reaction types from USPTO. Predict the reactants needed to synthesize the given product. (1) Given the product CCOC(=O)[C@@H](Cc1ccccc1OC)Oc1ncnc2sc(-c3ccco3)c(-c3ccc(O)c(F)c3C)c12, predict the reactants needed to synthesize it. The reactants are: CCOC(=O)[C@@H](Cc1ccccc1OC)Oc1ncnc2sc(-c3ccco3)c(Br)c12.Cc1c(B2OC(C)(C)C(C)(C)O2)ccc(O)c1F. (2) Given the product CCN(CC)c1cccc(OCC(=O)OC)c1, predict the reactants needed to synthesize it. The reactants are: CCN(CC)c1cccc(O)c1.COC(=O)CCl. (3) Given the product COC(=O)C1(NC(=O)Cc2cc(-c3ccc(F)cc3)ccc2C)CCC(F)(F)CC1, predict the reactants needed to synthesize it. The reactants are: COC(=O)C1(N)CCC(F)(F)CC1.Cc1ccc(-c2ccc(F)cc2)cc1CC(=O)O.